The task is: Predict which catalyst facilitates the given reaction.. This data is from Catalyst prediction with 721,799 reactions and 888 catalyst types from USPTO. Product: [C:1]([O:5][C:6]([N:8]1[CH2:12][C@H:11]([S:13][CH2:14][C:15]2[CH:20]=[CH:19][C:18]([O:21][CH3:22])=[CH:17][CH:16]=2)[CH2:10][C@H:9]1[CH:23]=[O:28])=[O:7])([CH3:4])([CH3:3])[CH3:2]. Reactant: [C:1]([O:5][C:6]([N:8]1[CH2:12][C@H:11]([S:13][CH2:14][C:15]2[CH:20]=[CH:19][C:18]([O:21][CH3:22])=[CH:17][CH:16]=2)[CH2:10][C@H:9]1[C:23](=[O:28])N(OC)C)=[O:7])([CH3:4])([CH3:3])[CH3:2].[H-].[H-].[H-].[H-].[Li+].[Al+3]. The catalyst class is: 1.